Task: Predict the reactants needed to synthesize the given product.. Dataset: Full USPTO retrosynthesis dataset with 1.9M reactions from patents (1976-2016) (1) Given the product [F:12][C:4]1[CH:3]=[C:2]([C:18]2[CH:19]=[CH:20][C:15]([C:13]#[N:14])=[CH:16][CH:17]=2)[CH:9]=[C:6]([CH:7]=[O:8])[C:5]=1[O:10][CH3:11], predict the reactants needed to synthesize it. The reactants are: Br[C:2]1[CH:3]=[C:4]([F:12])[C:5]([O:10][CH3:11])=[C:6]([CH:9]=1)[CH:7]=[O:8].[C:13]([C:15]1[CH:20]=[CH:19][C:18](B(O)O)=[CH:17][CH:16]=1)#[N:14]. (2) Given the product [CH3:2][C:3]1([CH3:5])[CH2:4][O:8][C:7]([C:9]2[CH:18]=[CH:17][C:12]([C:13]([O:15][CH3:16])=[O:14])=[CH:11][CH:10]=2)=[N:6]1, predict the reactants needed to synthesize it. The reactants are: O[CH2:2][C:3]([NH:6][C:7]([C:9]1[CH:18]=[CH:17][C:12]([C:13]([O:15][CH3:16])=[O:14])=[CH:11][CH:10]=1)=[O:8])([CH3:5])[CH3:4].S(Cl)(Cl)=O. (3) Given the product [N+:1]([O-:4])([OH:3])=[O:2].[CH3:15][C:7]1[CH:8]=[CH:9][C:10]([N+:12]([O-:14])=[O:13])=[CH:11][C:6]=1[NH:5][C:17]([NH2:18])=[NH:16], predict the reactants needed to synthesize it. The reactants are: [N+:1]([O-:4])([OH:3])=[O:2].[NH2:5][C:6]1[CH:11]=[C:10]([N+:12]([O-:14])=[O:13])[CH:9]=[CH:8][C:7]=1[CH3:15].[N:16]#[C:17][NH2:18]. (4) Given the product [C@H:10]12[NH:15][C@H:13]([CH2:12][CH2:11]1)[CH2:14][C@H:9]2[NH:8][C:5]1[S:6][CH:7]=[C:3]([C:2]([F:24])([F:23])[F:1])[N:4]=1, predict the reactants needed to synthesize it. The reactants are: [F:1][C:2]([F:24])([F:23])[C:3]1[N:4]=[C:5]([NH:8][C@@H:9]2[CH2:14][C@@H:13]3[N:15](C(OC(C)(C)C)=O)[C@H:10]2[CH2:11][CH2:12]3)[S:6][CH:7]=1.Cl. (5) Given the product [OH:29][C@@H:28]([CH3:30])[C:27]([N:1]1[CH2:4][CH:3]([C:5]2[CH:6]=[CH:7][C:8]3[O:17][CH2:16][CH2:15][C:14]4[S:13][C:12]([C:18]5[N:19]([CH:23]([CH3:24])[CH3:25])[N:20]=[CH:21][N:22]=5)=[N:11][C:10]=4[C:9]=3[CH:26]=2)[CH2:2]1)=[O:31], predict the reactants needed to synthesize it. The reactants are: [NH:1]1[CH2:4][CH:3]([C:5]2[CH:6]=[CH:7][C:8]3[O:17][CH2:16][CH2:15][C:14]4[S:13][C:12]([C:18]5[N:19]([CH:23]([CH3:25])[CH3:24])[N:20]=[CH:21][N:22]=5)=[N:11][C:10]=4[C:9]=3[CH:26]=2)[CH2:2]1.[C:27]([O-])(=[O:31])[C@H:28]([CH3:30])[OH:29].[Na+]. (6) Given the product [OH:37][C:36]1[C:35]2[C:30](=[N:31][CH:32]=[CH:33][CH:34]=2)[N:29]([CH2:38][CH2:39][CH:40]([CH3:41])[CH3:42])[C:28](=[O:43])[C:27]=1[C:22]1[NH:21][C:20]2[CH:44]=[CH:45][C:17]([NH:16][S:2](=[O:4])(=[O:3])[NH:5][C:6]([O:15][CH2:8][C:9]3[CH:14]=[CH:13][CH:12]=[CH:11][CH:10]=3)=[O:7])=[CH:18][C:19]=2[S:24](=[O:25])(=[O:26])[N:23]=1, predict the reactants needed to synthesize it. The reactants are: Cl[S:2]([N:5]=[C:6]=[O:7])(=[O:4])=[O:3].[CH2:8]([OH:15])[C:9]1[CH:14]=[CH:13][CH:12]=[CH:11][CH:10]=1.[NH2:16][C:17]1[CH:45]=[CH:44][C:20]2[NH:21][C:22]([C:27]3[C:28](=[O:43])[N:29]([CH2:38][CH2:39][CH:40]([CH3:42])[CH3:41])[C:30]4[C:35]([C:36]=3[OH:37])=[CH:34][CH:33]=[CH:32][N:31]=4)=[N:23][S:24](=[O:26])(=[O:25])[C:19]=2[CH:18]=1.C(N(CC)CC)C.Cl.